From a dataset of TCR-epitope binding with 47,182 pairs between 192 epitopes and 23,139 TCRs. Binary Classification. Given a T-cell receptor sequence (or CDR3 region) and an epitope sequence, predict whether binding occurs between them. (1) The epitope is IVTDFSVIK. The TCR CDR3 sequence is CASSFMGQGGSYTF. Result: 0 (the TCR does not bind to the epitope). (2) The epitope is TTLPVNVAF. The TCR CDR3 sequence is CASSSEQGANTGELFF. Result: 1 (the TCR binds to the epitope).